From a dataset of Full USPTO retrosynthesis dataset with 1.9M reactions from patents (1976-2016). Predict the reactants needed to synthesize the given product. (1) Given the product [CH3:1][C:2]1([C:9]2[CH:14]=[CH:13][N:12]=[CH:11][CH:10]=2)[NH:6][C:5](=[O:7])[N:4]([CH2:34][CH2:33][CH2:32][O:31][C:19]2[CH:20]=[CH:21][C:22]3[C:23]([C:27]([F:29])([F:30])[F:28])=[N:24][O:25][C:26]=3[C:18]=2[CH2:15][CH2:16][CH3:17])[C:3]1=[O:8], predict the reactants needed to synthesize it. The reactants are: [CH3:1][C:2]1([C:9]2[CH:14]=[CH:13][N:12]=[CH:11][CH:10]=2)[NH:6][C:5](=[O:7])[NH:4][C:3]1=[O:8].[CH2:15]([C:18]1[C:26]2[O:25][N:24]=[C:23]([C:27]([F:30])([F:29])[F:28])[C:22]=2[CH:21]=[CH:20][C:19]=1[O:31][CH2:32][CH2:33][CH2:34]Br)[CH2:16][CH3:17].C([O-])([O-])=O.[Cs+].[Cs+].O. (2) Given the product [C:1]([NH:5][C:6]([C:7]1[CH:8]=[C:9]([CH:10]=[CH:11][CH:12]=1)[O:13][C:14]1[CH:19]=[CH:18][C:17]([NH:20][C:21]2[C:31]3[CH:30]=[C:29](/[CH:32]=[CH:41]/[C:36]([O:38][CH2:39][CH3:40])=[O:37])[CH2:28][CH2:27][NH:26][C:25]=3[N:24]=[CH:23][N:22]=2)=[CH:16][C:15]=1[Cl:34])=[O:61])([CH3:2])([CH3:3])[CH3:4], predict the reactants needed to synthesize it. The reactants are: [C:1]([NH:5][C:6](=O)[C:7]1[CH:12]=[CH:11][CH:10]=[C:9]([O:13][C:14]2[CH:19]=[CH:18][C:17]([NH:20][C:21]3[C:31]4[CH:30]=[C:29]([CH:32]=O)[CH2:28][CH2:27][NH:26][C:25]=4[N:24]=[CH:23][N:22]=3)=[CH:16][C:15]=2[Cl:34])[CH:8]=1)([CH3:4])([CH3:3])[CH3:2].[C:36]([CH:41]=P(C1C=CC=CC=1)(C1C=CC=CC=1)C1C=CC=CC=1)([O:38][CH2:39][CH3:40])=[O:37].[OH2:61]. (3) Given the product [C:3]([O:7][C@@H:8]([C:15]1[C:16]([CH3:44])=[N:17][C:18]([CH3:43])=[C:19]([C:27]2[CH:32]=[CH:31][C:30]([O:33][CH2:34][CH2:35][C:36]3[CH:41]=[CH:40][C:39]([F:42])=[CH:38][CH:37]=3)=[CH:29][CH:28]=2)[C:20]=1[N:21]1[CH2:24][C:23]([CH3:26])([CH3:25])[CH2:22]1)[C:9]([OH:11])=[O:10])([CH3:6])([CH3:4])[CH3:5], predict the reactants needed to synthesize it. The reactants are: [OH-].[Na+].[C:3]([O:7][C@@H:8]([C:15]1[C:16]([CH3:44])=[N:17][C:18]([CH3:43])=[C:19]([C:27]2[CH:32]=[CH:31][C:30]([O:33][CH2:34][CH2:35][C:36]3[CH:41]=[CH:40][C:39]([F:42])=[CH:38][CH:37]=3)=[CH:29][CH:28]=2)[C:20]=1[N:21]1[CH2:24][C:23]([CH3:26])([CH3:25])[CH2:22]1)[C:9]([O:11]C(C)C)=[O:10])([CH3:6])([CH3:5])[CH3:4].Cl. (4) Given the product [NH2:1][C:2]1[S:3][CH:12]=[C:11]([C:10]2[CH:15]=[CH:16][C:7]([C:5]#[N:6])=[CH:8][CH:9]=2)[N:4]=1, predict the reactants needed to synthesize it. The reactants are: [NH2:1][C:2]([NH2:4])=[S:3].[C:5]([C:7]1[CH:16]=[CH:15][C:10]([C:11](=O)[CH2:12]Br)=[CH:9][CH:8]=1)#[N:6].[OH-].[Na+].O. (5) Given the product [CH3:29][O:30][C:31]1[CH:32]=[C:33]2[C:38](=[CH:39][C:40]=1[O:41][CH3:42])[N:37]=[CH:36][N:35]=[C:34]2[O:43][C:44]1[CH:50]=[CH:49][C:47]([NH:48][C:63]([NH:62][C:60](=[O:61])[CH2:59][CH2:58][CH2:57][C:51]2[CH:52]=[CH:53][CH:54]=[CH:55][CH:56]=2)=[S:64])=[CH:46][CH:45]=1, predict the reactants needed to synthesize it. The reactants are: S(Cl)(Cl)=O.C1(CCCC(O)=O)C=CC=CC=1.C1(CCCC(Cl)=O)C=CC=CC=1.[CH3:29][O:30][C:31]1[CH:32]=[C:33]2[C:38](=[CH:39][C:40]=1[O:41][CH3:42])[N:37]=[CH:36][N:35]=[C:34]2[O:43][C:44]1[CH:50]=[CH:49][C:47]([NH2:48])=[CH:46][CH:45]=1.[C:51]1([CH2:57][CH2:58][CH2:59][C:60]([N:62]=[C:63]=[S:64])=[O:61])[CH:56]=[CH:55][CH:54]=[CH:53][CH:52]=1.